From a dataset of Reaction yield outcomes from USPTO patents with 853,638 reactions. Predict the reaction yield, written as a fraction of the theoretical maximum amount of product (1.0 means a 100% yield; for example, 0.34 means a 34% yield). (1) The reactants are [Cl:1][C:2]1[CH:3]=[C:4]([Mg]Br)[CH:5]=[CH:6][CH:7]=1.[O:10]1[CH2:15][CH2:14][CH:13]([CH:16]=[O:17])[CH2:12][CH2:11]1. No catalyst specified. The product is [Cl:1][C:2]1[CH:3]=[C:4]([CH:16]([CH:13]2[CH2:14][CH2:15][O:10][CH2:11][CH2:12]2)[OH:17])[CH:5]=[CH:6][CH:7]=1. The yield is 0.800. (2) The reactants are [N:1]1[CH:6]=[C:5]([CH2:7][NH2:8])[CH:4]=[N:3][CH:2]=1.C[Al](C)C.[Cl:13][C:14]1[CH:15]=[C:16]([CH:21]([C:36]([F:39])([F:38])[F:37])/[CH:22]=[CH:23]/[C:24]2[CH:34]=[CH:33][C:27]([C:28](OCC)=[O:29])=[C:26]([CH3:35])[CH:25]=2)[CH:17]=[C:18]([Cl:20])[CH:19]=1. The catalyst is C(Cl)Cl. The product is [Cl:13][C:14]1[CH:15]=[C:16]([CH:21]([C:36]([F:39])([F:37])[F:38])/[CH:22]=[CH:23]/[C:24]2[CH:34]=[CH:33][C:27]([C:28]([NH:8][CH2:7][C:5]3[CH:6]=[N:1][CH:2]=[N:3][CH:4]=3)=[O:29])=[C:26]([CH3:35])[CH:25]=2)[CH:17]=[C:18]([Cl:20])[CH:19]=1. The yield is 0.550. (3) The reactants are N(C(OC(C)C)=O)=NC(OC(C)C)=O.O[CH2:16][CH2:17][CH2:18][C@H:19]1[CH2:24][CH2:23][CH2:22][N:21]([C:25]([O:27][C:28]([CH3:31])([CH3:30])[CH3:29])=[O:26])[CH2:20]1.C1(P(C2C=CC=CC=2)C2C=CC=CC=2)C=CC=CC=1.[C:51]1(=[O:61])[NH:55][C:54](=[O:56])[C:53]2=[CH:57][CH:58]=[CH:59][CH:60]=[C:52]12. The catalyst is C1COCC1. The product is [O:56]=[C:54]1[C:53]2[C:52](=[CH:60][CH:59]=[CH:58][CH:57]=2)[C:51](=[O:61])[N:55]1[CH2:16][CH2:17][CH2:18][C@H:19]1[CH2:24][CH2:23][CH2:22][N:21]([C:25]([O:27][C:28]([CH3:31])([CH3:30])[CH3:29])=[O:26])[CH2:20]1. The yield is 0.970.